From a dataset of NCI-60 drug combinations with 297,098 pairs across 59 cell lines. Regression. Given two drug SMILES strings and cell line genomic features, predict the synergy score measuring deviation from expected non-interaction effect. Drug 1: CC1=C(C=C(C=C1)NC2=NC=CC(=N2)N(C)C3=CC4=NN(C(=C4C=C3)C)C)S(=O)(=O)N.Cl. Drug 2: CC1=C2C(C(=O)C3(C(CC4C(C3C(C(C2(C)C)(CC1OC(=O)C(C(C5=CC=CC=C5)NC(=O)OC(C)(C)C)O)O)OC(=O)C6=CC=CC=C6)(CO4)OC(=O)C)OC)C)OC. Cell line: CAKI-1. Synergy scores: CSS=52.9, Synergy_ZIP=8.19, Synergy_Bliss=6.55, Synergy_Loewe=10.3, Synergy_HSA=11.3.